The task is: Predict the product of the given reaction.. This data is from Forward reaction prediction with 1.9M reactions from USPTO patents (1976-2016). Given the reactants Br[C:2]1[CH:42]=[CH:41][CH:40]=[CH:39][C:3]=1[CH2:4][N:5]([CH2:28][C:29]([C:31]1[C:36]([Cl:37])=[CH:35][N:34]=[CH:33][C:32]=1[Cl:38])=[O:30])[C:6]([C:8]1[CH:9]=[N:10][N:11]([C@H:17]2[CH2:22][CH2:21][C@H:20]([C:23]([O:25][CH2:26][CH3:27])=[O:24])[CH2:19][CH2:18]2)[C:12]=1[C:13]([F:16])([F:15])[F:14])=[O:7].C[C:44]([N:46](C)C)=O, predict the reaction product. The product is: [C:44]([C:2]1[CH:42]=[CH:41][CH:40]=[CH:39][C:3]=1[CH2:4][N:5]([CH2:28][C:29]([C:31]1[C:36]([Cl:37])=[CH:35][N:34]=[CH:33][C:32]=1[Cl:38])=[O:30])[C:6]([C:8]1[CH:9]=[N:10][N:11]([C@H:17]2[CH2:22][CH2:21][C@H:20]([C:23]([O:25][CH2:26][CH3:27])=[O:24])[CH2:19][CH2:18]2)[C:12]=1[C:13]([F:16])([F:15])[F:14])=[O:7])#[N:46].